This data is from Forward reaction prediction with 1.9M reactions from USPTO patents (1976-2016). The task is: Predict the product of the given reaction. (1) Given the reactants [F:1][C:2]1[CH:7]=[C:6]([F:8])[CH:5]=[CH:4][C:3]=1[NH:9][C:10](=[O:18])[C:11]1[CH:16]=[CH:15][CH:14]=[CH:13][C:12]=1[OH:17].[C:19](=O)([O-])[O-].[K+].[K+].IC, predict the reaction product. The product is: [F:1][C:2]1[CH:7]=[C:6]([F:8])[CH:5]=[CH:4][C:3]=1[NH:9][C:10](=[O:18])[C:11]1[CH:16]=[CH:15][CH:14]=[CH:13][C:12]=1[O:17][CH3:19]. (2) Given the reactants Br[CH2:2][CH2:3][CH2:4][O:5][C:6]1[CH:7]=[CH:8][C:9]2SC=[N:11][C:10]=2[CH:14]=1.[Na+].[I-].Cl.[Cl:18][C:19]1[C:24]([Cl:25])=[CH:23][CH:22]=[CH:21][C:20]=1[N:26]1[CH2:31][CH2:30][NH:29][CH2:28][CH2:27]1.[C:32]([O-])([O-])=O.[K+].[K+].C[C:39]#[N:40], predict the reaction product. The product is: [Cl:18][C:19]1[C:24]([Cl:25])=[CH:23][CH:22]=[CH:21][C:20]=1[N:26]1[CH2:31][CH2:30][N:29]([CH2:32][CH2:2][CH2:3][CH2:4][O:5][C:6]2[CH:14]=[C:10]3[C:9]([CH:39]=[N:40][NH:11]3)=[CH:8][CH:7]=2)[CH2:28][CH2:27]1.